Dataset: Experimentally validated miRNA-target interactions with 360,000+ pairs, plus equal number of negative samples. Task: Binary Classification. Given a miRNA mature sequence and a target amino acid sequence, predict their likelihood of interaction. (1) The miRNA is hsa-miR-106a-5p with sequence AAAAGUGCUUACAGUGCAGGUAG. The protein sequence of the target gene is MASQPPEDTAESQASDELECKICYNRYNLKQRKPKVLECCHRVCAKCLYKIIDFGDSPQGVIVCPFCRFETCLPDDEVSSLPDDNNILVNLTCGGKGKKCLPENPTELLLTPKRLASLVSPSHTSSNCLVITIMEVQRESSPSLSSTPVVEFYRPASFDSVTTVSHNWTVWNCTSLLFQTSIRVLVWLLGLLYFSSLPLGIYLLVSKKVTLGVVFVSLVPSSLVILMVYGFCQCVCHEFLDCMAPPS. Result: 1 (interaction). (2) The miRNA is hsa-miR-1247-3p with sequence CCCCGGGAACGUCGAGACUGGAGC. The protein sequence of the target gene is MAYHGLTVPLIVMSVFWGFVGFLVPWFIPKGPNRGVIITMLVTCSVCCYLFWLIAILAQLNPLFGPQLKNETIWYLKYHWP. Result: 1 (interaction). (3) The protein sequence of the target gene is MEGSLEREAPAGALAAVLKHSSTLPPESTQVRGYDFNRGVNYRALLEAFGTTGFQATNFGRAVQQVNAMIEKKLEPLSQDEDQHADLTQSRRPLTSCTIFLGYTSNLISSGIRETIRYLVQHNMVDVLVTTAGGVEEDLIKCLAPTYLGEFSLRGKELRENGINRIGNLLVPNENYCKFEDWLMPILDQMVMEQNTEGVKWTPSKMIARLGKEINNPESVYYWAQKNHIPVFSPALTDGSLGDMIFFHSYKNPGLVLDIVEDLRLINTQAIFAKCTGMIILGGGVVKHHIANANLMRNGA.... Result: 0 (no interaction). The miRNA is hsa-miR-590-5p with sequence GAGCUUAUUCAUAAAAGUGCAG. (4) The miRNA is hsa-miR-7111-5p with sequence UGGGGGAGGAAGGACAGGCCAU. The protein sequence of the target gene is MIETYNQTSPRSAATGLPISMKIFMYLLTVFLITQMIGSALFAVYLHRRLDKIEDERNLHEDFVFMKTIQRCNTGERSLSLLNCEEIKSQFEGFVKDIMLNKEETKKENSFEMQKGDQNPQIAAHVISEASSKTTSVLQWAEKGYYTMSNNLVTLENGKQLTVKRQGLYYIYAQVTFCSNREASSQAPFIASLCLKSPGRFERILLRAANTHSSAKPCGQQSIHLGGVFELQPGASVFVNVTDPSQVSHGTGFTSFGLLKL. Result: 1 (interaction). (5) The miRNA is hsa-miR-6778-3p with sequence UGCCUCCCUGACAUUCCACAG. The protein sequence of the target gene is MAENTEGDLNSNLLHAPYHTGDPQLDTAIGQWLRWDKNPKTKEQIENLLRNGMNKELRDRLCCRMTFGTAGLRSAMGAGFCYINDLTVIQSTQGMYKYLERCFSDFKQRGFVVGYDTRGQVTSSCSSQRLAKLTAAVLLAKDVPVYLFSRYVPTPFVPYAVQKLKAVAGVMITASHNRKEDNGYKVYWETGAQITSPHDKEILKCIEECVEPWNGSWNDNLVDTSPLKRDPLQDICRRYMEDLKKICFYRELNSKTTLKFVHTSFHGVGHDYVQLAFKVFGFKPPIPVPEQKDPDPDFST.... Result: 1 (interaction). (6) The miRNA is mmu-miR-466f with sequence ACGUGUGUGUGCAUGUGCAUGU. The protein sequence of the target gene is MADKLVPSSPADASEPLFSFGVIADIQYADLEDGYNYQRSRRRYYRHSLIHLQGAIEDWNKESSMPCCVLQLGDIIDGYNAQYKVSEKSLELVMNTFQMLKVPVHHTWGNHEFYNFSRDYLASSKLNSKFLEDQIAQHPETTPSENYYAYHFVPFPKFRFILLDSYDLSVLGIDPSSPKYEQCMKMLREHNPNVELNSPQGLSEPQYVQFNGGFSQEQLNWLNEVLTFSDTNQEKVVIVSHLPIYPEASDSVCLAWNYVDALSIIWSHKCVVCFLAGHTHDGGYSEDPFGVHHVNLEGVI.... Result: 0 (no interaction). (7) The miRNA is mmu-miR-3067-5p with sequence AGUUCUCAGGCCCGCUGUGGUGU. The protein sequence of the target gene is MSQVQVQVQNPSAALSGSQILNKNQSLLSQPLMSIPSTTSSLPSENAGRPIQNSALPSASITSTSAAAESITPTVELNALCMKLGKKPMYKPVDPYSRMQSTYNYNMRGGAYPPRYFYPFPVPPLLYQVELSVGGQQFNGKGKTRQAAKHDAAAKALRILQNEPLPERLEVNGRESEEENLNKSEISQVFEIALKRNLPVNFEVARESGPPHMKNFVTKVSVGEFVGEGEGKSKKISKKNAAIAVLEELKKLPPLPAVERVKPRIKKKTKPIVKPQTSPEYGQGINPISRLAQIQQAKKE.... Result: 0 (no interaction). (8) The miRNA is hsa-miR-578 with sequence CUUCUUGUGCUCUAGGAUUGU. The protein sequence of the target gene is MELPNYSRQLLQQLYTLCKEQQFCDCTISIGTIYFRAHKLVLAAASLLFKTLLDNTDTISIDASVVSPEEFALLLEMMYTGKLPVGKHNFSKIISLADSLQMFDVAVSCKNLLTSLVNCSVQGQVVRDVSAPSSETFRKEPEKPQVEILSSEGAGEPHSSPELAATPGGPVKAETEEAAHSVSQEMSVNSPTAQESQRNAETPAETPTTAEACSPSPAVQTFSEAKKTSTEPGCERKHYQLNFLLENEGVFSDALMVTQDVLKKLEMCSEIKGPQKEMIVKCFEGEGGHSAFQRILGKVR.... Result: 1 (interaction). (9) The miRNA is hsa-miR-154-3p with sequence AAUCAUACACGGUUGACCUAUU. The protein sequence of the target gene is MSSAAGFCASRPGLLFLGLLLLPLVVAFASAEAEEDGDLQCLCVKTTSQVRPRHITSLEVIKAGPHCPTAQLIATLKNGRKICLDLQAPLYKKIIKKLLES. Result: 0 (no interaction).